From a dataset of Reaction yield outcomes from USPTO patents with 853,638 reactions. Predict the reaction yield, written as a fraction of the theoretical maximum amount of product (1.0 means a 100% yield; for example, 0.34 means a 34% yield). (1) The reactants are [CH:1]1([C:4]2[O:8][N:7]=[C:6]([C:9]3[CH:14]=[CH:13][CH:12]=[CH:11][CH:10]=3)[C:5]=2[C:15]([OH:17])=O)[CH2:3][CH2:2]1.Cl.[CH3:19][NH:20][O:21][CH3:22].CN1CCOCC1.CN(C)CCCN=C=NCC.Cl. The catalyst is CN(C)C1C=CN=CC=1.ClCCl.CN(C=O)C. The product is [CH3:22][O:21][N:20]([CH3:19])[C:15]([C:5]1[C:6]([C:9]2[CH:10]=[CH:11][CH:12]=[CH:13][CH:14]=2)=[N:7][O:8][C:4]=1[CH:1]1[CH2:2][CH2:3]1)=[O:17]. The yield is 0.910. (2) The reactants are [CH3:1][N:2]([CH3:7])[CH2:3][C:4](O)=[O:5].CN(C(ON1N=NC2C=CC=NC1=2)=[N+](C)C)C.F[P-](F)(F)(F)(F)F.[Cl:32][C:33]1[CH:58]=[CH:57][C:36]2[N:37]3[C:41]([CH2:42][NH:43][CH2:44][C:35]=2[CH:34]=1)=[N:40][N:39]=[C:38]3[C@H:45]1[CH2:50][CH2:49][C@H:48]([C:51]2[CH:55]=[C:54]([CH3:56])[O:53][N:52]=2)[CH2:47][CH2:46]1.C(N(C(C)C)C(C)C)C. The catalyst is CN(C)C=O.O.CO. The product is [Cl:32][C:33]1[CH:58]=[CH:57][C:36]2[N:37]3[C:41]([CH2:42][N:43]([C:4](=[O:5])[CH2:3][N:2]([CH3:7])[CH3:1])[CH2:44][C:35]=2[CH:34]=1)=[N:40][N:39]=[C:38]3[C@H:45]1[CH2:46][CH2:47][C@H:48]([C:51]2[CH:55]=[C:54]([CH3:56])[O:53][N:52]=2)[CH2:49][CH2:50]1. The yield is 0.760. (3) The reactants are [CH3:1][C:2]1[CH:7]=[C:6]([CH3:8])[N:5]=[C:4]([N:9]2[CH2:16][CH:15]3[CH:11]([CH2:12][NH:13][CH2:14]3)[CH2:10]2)[N:3]=1.[C:17]1([C:23]2[CH:27]=[CH:26][O:25][C:24]=2[C:28](O)=[O:29])[CH:22]=[CH:21][CH:20]=[CH:19][CH:18]=1.CN(C(ON1N=NC2C=CC=NC1=2)=[N+](C)C)C.F[P-](F)(F)(F)(F)F.CCN(C(C)C)C(C)C. The catalyst is C(OCC)(=O)C.CN(C=O)C. The product is [CH3:1][C:2]1[CH:7]=[C:6]([CH3:8])[N:5]=[C:4]([N:9]2[CH2:16][CH:15]3[CH:11]([CH2:12][N:13]([C:28]([C:24]4[O:25][CH:26]=[CH:27][C:23]=4[C:17]4[CH:18]=[CH:19][CH:20]=[CH:21][CH:22]=4)=[O:29])[CH2:14]3)[CH2:10]2)[N:3]=1. The yield is 0.280. (4) The reactants are C(=O)([O-])[O-].[K+].[K+].[NH2:7][C:8]1[C:19]([O:20][C:21]2[CH:26]=[CH:25][CH:24]=[C:23]([OH:27])[CH:22]=2)=[CH:18][C:11]2[N:12]([CH3:17])[C:13](=[O:16])[N:14]([CH3:15])[C:10]=2[CH:9]=1.[Cl:28][C:29]1[CH:34]=[CH:33][C:32]([CH2:35]Cl)=[CH:31][N:30]=1. The catalyst is CN(C=O)C. The product is [NH2:7][C:8]1[C:19]([O:20][C:21]2[CH:26]=[CH:25][CH:24]=[C:23]([O:27][CH2:35][C:32]3[CH:31]=[N:30][C:29]([Cl:28])=[CH:34][CH:33]=3)[CH:22]=2)=[CH:18][C:11]2[N:12]([CH3:17])[C:13](=[O:16])[N:14]([CH3:15])[C:10]=2[CH:9]=1. The yield is 0.780.